The task is: Predict the reaction yield, written as a fraction of the theoretical maximum amount of product (1.0 means a 100% yield; for example, 0.34 means a 34% yield).. This data is from Reaction yield outcomes from USPTO patents with 853,638 reactions. (1) The reactants are [NH2:1][CH2:2][C:3]1[CH:8]=[CH:7][C:6]([C:9]2[C:14]([CH3:15])=[CH:13][CH:12]=[C:11]([NH:16][C:17]([C:19]3([C:22]4[CH:30]=[CH:29][C:25]5[O:26][CH2:27][O:28][C:24]=5[CH:23]=4)[CH2:21][CH2:20]3)=[O:18])[CH:10]=2)=[CH:5][CH:4]=1.[C:31](Cl)(=[O:34])[CH2:32][CH3:33].CCN(CC)CC. The catalyst is ClCCl. The product is [O:26]1[C:25]2[CH:29]=[CH:30][C:22]([C:19]3([C:17]([NH:16][C:11]4[CH:10]=[C:9]([C:6]5[CH:5]=[CH:4][C:3]([CH2:2][NH:1][C:31](=[O:34])[CH2:32][CH3:33])=[CH:8][CH:7]=5)[C:14]([CH3:15])=[CH:13][CH:12]=4)=[O:18])[CH2:20][CH2:21]3)=[CH:23][C:24]=2[O:28][CH2:27]1. The yield is 0.280. (2) The reactants are O.[CH3:2][N:3]1[C:8](=[O:9])[CH2:7][C:6](=O)[NH:5][C:4]1=[O:11].O=P(Cl)(Cl)[Cl:14]. No catalyst specified. The product is [Cl:14][C:6]1[NH:5][C:4](=[O:11])[N:3]([CH3:2])[C:8](=[O:9])[CH:7]=1. The yield is 0.716. (3) The reactants are [Na].Br[C:3]1[C:8]([C:9]2[CH:14]=[C:13]([F:15])[CH:12]=[C:11]([F:16])[CH:10]=2)=[C:7]([C:17](=[O:19])[CH3:18])[CH:6]=[C:5]([Cl:20])[C:4]=1[CH3:21].[N:22]1[CH:27]=[CH:26][C:25](B(O)O)=[CH:24][CH:23]=1. The catalyst is O.C1(C)C=CC=CC=1.C1C=CC([P]([Pd]([P](C2C=CC=CC=2)(C2C=CC=CC=2)C2C=CC=CC=2)([P](C2C=CC=CC=2)(C2C=CC=CC=2)C2C=CC=CC=2)[P](C2C=CC=CC=2)(C2C=CC=CC=2)C2C=CC=CC=2)(C2C=CC=CC=2)C2C=CC=CC=2)=CC=1. The product is [Cl:20][C:5]1[C:4]([CH3:21])=[C:3]([C:25]2[CH:26]=[CH:27][N:22]=[CH:23][CH:24]=2)[C:8]([C:9]2[CH:14]=[C:13]([F:15])[CH:12]=[C:11]([F:16])[CH:10]=2)=[C:7]([C:17](=[O:19])[CH3:18])[CH:6]=1. The yield is 0.0650. (4) The reactants are [CH:1]1([C:6]([N:8]2[CH2:13][CH2:12][C:11]([C:14]3[C:22]4[C:17](=[CH:18][CH:19]=[C:20]([N+:24]([O-])=O)[C:21]=4[CH3:23])[N:16]([CH3:27])[CH:15]=3)=[CH:10][CH2:9]2)=[O:7])[CH2:5][CH2:4][CH2:3][CH2:2]1.C([O-])=O.[NH4+]. The catalyst is [Pd].CCO. The product is [NH2:24][C:20]1[C:21]([CH3:23])=[C:22]2[C:17](=[CH:18][CH:19]=1)[N:16]([CH3:27])[CH:15]=[C:14]2[CH:11]1[CH2:10][CH2:9][N:8]([C:6]([CH:1]2[CH2:5][CH2:4][CH2:3][CH2:2]2)=[O:7])[CH2:13][CH2:12]1. The yield is 0.910. (5) The reactants are C([O-])([O-])=O.[K+].[K+].[NH:7]1[C:15]2[CH:14]=[CH:13][CH:12]=[C:11]([C:16]([O:18][CH3:19])=[O:17])[C:10]=2[CH2:9][CH2:8]1.Br[CH2:21][C:22]1[CH:27]=[C:26]([Cl:28])[CH:25]=[CH:24][C:23]=1[O:29][CH2:30][C:31]1[CH:36]=[CH:35][C:34]([Cl:37])=[CH:33][C:32]=1[F:38].C(Cl)Cl. The catalyst is CN(C=O)C. The product is [Cl:28][C:26]1[CH:25]=[CH:24][C:23]([O:29][CH2:30][C:31]2[CH:36]=[CH:35][C:34]([Cl:37])=[CH:33][C:32]=2[F:38])=[C:22]([CH:27]=1)[CH2:21][N:7]1[C:15]2[CH:14]=[CH:13][CH:12]=[C:11]([C:16]([O:18][CH3:19])=[O:17])[C:10]=2[CH2:9][CH2:8]1. The yield is 0.810. (6) The reactants are [CH3:1][O:2][C:3](=[O:23])[NH:4][CH2:5][C@H:6]([CH2:11][C:12](=[O:22])[NH:13][C@H](C1C=CC=CC=1)C)[CH2:7][CH:8]([CH3:10])[CH3:9].O1CCCC1.N.[Na]. The catalyst is O. The product is [CH3:1][O:2][C:3](=[O:23])[NH:4][CH2:5][C@H:6]([CH2:11][C:12](=[O:22])[NH2:13])[CH2:7][CH:8]([CH3:9])[CH3:10]. The yield is 0.600. (7) The reactants are [OH-].[Na+].C[O:4][C:5](=[O:17])[C:6]1[CH:11]=[CH:10][C:9]([CH2:12][CH2:13][C:14]#[N:15])=[N:8][C:7]=1[NH2:16].Cl. The catalyst is CO. The product is [NH2:16][C:7]1[N:8]=[C:9]([CH2:12][CH2:13][C:14]#[N:15])[CH:10]=[CH:11][C:6]=1[C:5]([OH:17])=[O:4]. The yield is 0.810. (8) The reactants are Cl[C:2]1[N:3]=[C:4]([N:24]2[CH2:29][CH2:28][O:27][CH2:26][CH2:25]2)[C:5]2[N:10]=[C:9]([CH2:11][N:12]3[CH2:15][CH:14]([N:16]4[CH2:21][CH2:20][S:19](=[O:23])(=[O:22])[CH2:18][CH2:17]4)[CH2:13]3)[S:8][C:6]=2[N:7]=1.[CH2:30]([C:32]1[NH:33][C:34]2[CH:40]=[CH:39][CH:38]=[CH:37][C:35]=2[N:36]=1)[CH3:31].CC(C1C=C(C(C)C)C(C2C=CC=CC=2P(C2CCCCC2)C2CCCCC2)=C(C(C)C)C=1)C.C([O-])([O-])=O.[Cs+].[Cs+]. The catalyst is O1CCOCC1.C1C=CC(/C=C/C(/C=C/C2C=CC=CC=2)=O)=CC=1.C1C=CC(/C=C/C(/C=C/C2C=CC=CC=2)=O)=CC=1.C1C=CC(/C=C/C(/C=C/C2C=CC=CC=2)=O)=CC=1.[Pd].[Pd]. The product is [CH2:30]([C:32]1[N:33]([C:2]2[N:3]=[C:4]([N:24]3[CH2:25][CH2:26][O:27][CH2:28][CH2:29]3)[C:5]3[N:10]=[C:9]([CH2:11][N:12]4[CH2:13][CH:14]([N:16]5[CH2:17][CH2:18][S:19](=[O:22])(=[O:23])[CH2:20][CH2:21]5)[CH2:15]4)[S:8][C:6]=3[N:7]=2)[C:34]2[CH:40]=[CH:39][CH:38]=[CH:37][C:35]=2[N:36]=1)[CH3:31]. The yield is 0.600. (9) The reactants are [C:1]([C:5]1[CH:6]=[C:7]2[C:12](=[C:13]([F:15])[CH:14]=1)[C:11](=[O:16])[N:10]([C:17]1[C:18]([CH:30]=[O:31])=[C:19]([N:23]3[CH:27]=[CH:26][C:25]([C:28]#[N:29])=[N:24]3)[CH:20]=[CH:21][CH:22]=1)[N:9]=[CH:8]2)([CH3:4])([CH3:3])[CH3:2].[BH4-].[Na+].C(Cl)Cl.[NH4+].[Cl-]. The catalyst is CO. The product is [C:1]([C:5]1[CH:6]=[C:7]2[C:12](=[C:13]([F:15])[CH:14]=1)[C:11](=[O:16])[N:10]([C:17]1[C:18]([CH2:30][OH:31])=[C:19]([N:23]3[CH:27]=[CH:26][C:25]([C:28]#[N:29])=[N:24]3)[CH:20]=[CH:21][CH:22]=1)[N:9]=[CH:8]2)([CH3:4])([CH3:2])[CH3:3]. The yield is 0.990.